From a dataset of Forward reaction prediction with 1.9M reactions from USPTO patents (1976-2016). Predict the product of the given reaction. (1) Given the reactants CC1(C)C(C)(C)OB([C:9]2[CH:14]=[CH:13][N:12]=[C:11]([NH:15][C:16](=[O:18])[CH3:17])[CH:10]=2)O1.[NH2:20][C:21]1[C:26]([S:27]([N:30]([CH3:32])[CH3:31])(=[O:29])=[O:28])=[CH:25][C:24](Br)=[CH:23][N:22]=1.C(=O)([O-])[O-].[K+].[K+].O1CCOCC1, predict the reaction product. The product is: [NH2:20][C:21]1[N:22]=[CH:23][C:24]([C:9]2[CH:14]=[CH:13][N:12]=[C:11]([NH:15][C:16](=[O:18])[CH3:17])[CH:10]=2)=[CH:25][C:26]=1[S:27](=[O:29])(=[O:28])[N:30]([CH3:31])[CH3:32]. (2) The product is: [Cl:21][C:22]1[CH:23]=[C:24]([C:25]2[O:1][N:2]=[C:3]([C:4]3[CH:5]=[C:6]4[C:10](=[CH:11][CH:12]=3)[N:9]([CH2:13][CH2:14][C:15]([O:17][CH2:18][CH3:19])=[O:16])[N:8]=[CH:7]4)[N:20]=2)[CH:28]=[CH:29][C:30]=1[O:31][CH:32]([CH3:33])[CH3:34]. Given the reactants [OH:1][NH:2][C:3](=[NH:20])[C:4]1[CH:5]=[C:6]2[C:10](=[CH:11][CH:12]=1)[N:9]([CH2:13][CH2:14][C:15]([O:17][CH2:18][CH3:19])=[O:16])[N:8]=[CH:7]2.[Cl:21][C:22]1[CH:23]=[C:24]([CH:28]=[CH:29][C:30]=1[O:31][CH:32]([CH3:34])[CH3:33])[C:25](O)=O.C(Cl)CCl.C1C=CC2N(O)N=NC=2C=1, predict the reaction product. (3) Given the reactants [F:1][C:2]([F:7])([F:6])[C:3]([OH:5])=[O:4].[F:8][C:9]([F:14])([F:13])[C:10]([OH:12])=[O:11].FC(F)(F)C(O)=O.[Cl:22][C:23]1[CH:24]=[N:25][C:26]2[NH:27][C:28]3[CH:29]=[N:30][CH:31]=[C:32]([CH:53]=3)[CH2:33][CH2:34][C:35]3[CH:43]=[C:39]([NH:40][C:41]=1[N:42]=2)[CH:38]=[CH:37][C:36]=3[NH:44][C:45](=[O:52])[CH2:46][C@@H:47]1[CH2:51][CH2:50][NH:49][CH2:48]1.[NH:54]1[CH:58]=[N:57][C:56]([C:59](O)=[O:60])=[N:55]1, predict the reaction product. The product is: [F:1][C:2]([F:7])([F:6])[C:3]([OH:5])=[O:4].[F:8][C:9]([F:14])([F:13])[C:10]([OH:12])=[O:11].[Cl:22][C:23]1[CH:24]=[N:25][C:26]2[NH:27][C:28]3[CH:29]=[N:30][CH:31]=[C:32]([CH:53]=3)[CH2:33][CH2:34][C:35]3[CH:43]=[C:39]([NH:40][C:41]=1[N:42]=2)[CH:38]=[CH:37][C:36]=3[NH:44][C:45](=[O:52])[CH2:46][C@@H:47]1[CH2:51][CH2:50][N:49]([C:59]([C:56]2[N:57]=[CH:58][NH:54][N:55]=2)=[O:60])[CH2:48]1.